Dataset: Reaction yield outcomes from USPTO patents with 853,638 reactions. Task: Predict the reaction yield, written as a fraction of the theoretical maximum amount of product (1.0 means a 100% yield; for example, 0.34 means a 34% yield). (1) The reactants are [O:1]=[C:2]1[C:10]2[C:5](=[CH:6][C:7]([N+:11]([O-])=O)=[CH:8][CH:9]=2)[C:4](=[O:14])[N:3]1[CH:15]1[CH2:20][CH2:19][C:18](=[O:21])[NH:17][C:16]1=[O:22]. The catalyst is O1CCOCC1.[Pd]. The product is [O:1]=[C:2]1[C:10]2[C:5](=[CH:6][C:7]([NH2:11])=[CH:8][CH:9]=2)[C:4](=[O:14])[N:3]1[CH:15]1[CH2:20][CH2:19][C:18](=[O:21])[NH:17][C:16]1=[O:22]. The yield is 0.690. (2) The reactants are [C:1]([O:5][C:6]([N:8]([CH3:18])[CH2:9][C:10]([N:12]([CH2:14][C:15]([OH:17])=O)[CH3:13])=[O:11])=[O:7])([CH3:4])([CH3:3])[CH3:2].CN(C(F)=[N+](C)C)C.F[P-](F)(F)(F)(F)F.CCN(C(C)C)C(C)C.[N+:43]([C:46]1[CH:54]=[C:53]2[C:49]([CH:50]=[CH:51][NH:52]2)=[CH:48][CH:47]=1)([O-:45])=[O:44]. The catalyst is C1COCC1. The product is [C:1]([O:5][C:6](=[O:7])[N:8]([CH3:18])[CH2:9][C:10](=[O:11])[N:12]([CH3:13])[CH2:14][C:15]([N:52]1[C:53]2[C:49](=[CH:48][CH:47]=[C:46]([N+:43]([O-:45])=[O:44])[CH:54]=2)[CH:50]=[CH:51]1)=[O:17])([CH3:2])([CH3:3])[CH3:4]. The yield is 0.300. (3) The reactants are Cl[C:2]1[N:3]=[C:4]2[C:10]([C:11]3[CH:16]=[CH:15][CH:14]=[CH:13][CH:12]=3)=[C:9]([C:17]3[CH:22]=[CH:21][C:20]([C:23]4([NH:27][C:28](=[O:34])[O:29][C:30]([CH3:33])([CH3:32])[CH3:31])[CH2:26][CH2:25][CH2:24]4)=[CH:19][CH:18]=3)[O:8][C:5]2=[N:6][CH:7]=1.[CH3:35][N:36]1[C:40](B2OC(C)(C)C(C)(C)O2)=[CH:39][CH:38]=[N:37]1.P([O-])([O-])([O-])=O.[K+].[K+].[K+].O. The catalyst is CN(C=O)C.C1C=CC([P]([Pd]([P](C2C=CC=CC=2)(C2C=CC=CC=2)C2C=CC=CC=2)([P](C2C=CC=CC=2)(C2C=CC=CC=2)C2C=CC=CC=2)[P](C2C=CC=CC=2)(C2C=CC=CC=2)C2C=CC=CC=2)(C2C=CC=CC=2)C2C=CC=CC=2)=CC=1. The product is [CH3:35][N:36]1[C:40]([C:2]2[N:3]=[C:4]3[C:10]([C:11]4[CH:16]=[CH:15][CH:14]=[CH:13][CH:12]=4)=[C:9]([C:17]4[CH:18]=[CH:19][C:20]([C:23]5([NH:27][C:28](=[O:34])[O:29][C:30]([CH3:32])([CH3:33])[CH3:31])[CH2:26][CH2:25][CH2:24]5)=[CH:21][CH:22]=4)[O:8][C:5]3=[N:6][CH:7]=2)=[CH:39][CH:38]=[N:37]1. The yield is 0.980.